This data is from Forward reaction prediction with 1.9M reactions from USPTO patents (1976-2016). The task is: Predict the product of the given reaction. (1) Given the reactants [CH3:1][O:2][C:3]1[CH:34]=[CH:33][C:6]([CH2:7][NH:8][C:9]2[N:14]=[C:13]([CH2:15][CH2:16][CH2:17][CH2:18][CH:19](O)[CH:20]=[CH:21][C:22]3[CH:31]=[N:30][C:29]4[C:24](=[CH:25][CH:26]=[CH:27][CH:28]=4)[N:23]=3)[CH:12]=[CH:11][CH:10]=2)=[CH:5][CH:4]=1.C(O)(=O)CC.Cl.[Cl-].[Na+].O.[C:44]([CH3:54])(OCC)([O:48]CC)[O:45][CH2:46][CH3:47], predict the reaction product. The product is: [CH2:46]([O:45][C:44](=[O:48])[CH2:54][CH:21]([C:22]1[CH:31]=[N:30][C:29]2[C:24](=[CH:25][CH:26]=[CH:27][CH:28]=2)[N:23]=1)[CH:20]=[CH:19][CH2:18][CH2:17][CH2:16][CH2:15][C:13]1[CH:12]=[CH:11][CH:10]=[C:9]([NH:8][CH2:7][C:6]2[CH:33]=[CH:34][C:3]([O:2][CH3:1])=[CH:4][CH:5]=2)[N:14]=1)[CH3:47]. (2) Given the reactants [Cl:1][C:2]1[CH:3]=[C:4]([C:8](=O)[CH2:9][C:10](=O)[C:11]([F:14])([F:13])[F:12])[CH:5]=[CH:6][CH:7]=1.CC(C1C=CC=C(Cl)C=1)=O.[NH2:27][C:28]1[C:32]([C:33]#[N:34])=[CH:31][NH:30][N:29]=1, predict the reaction product. The product is: [Cl:1][C:2]1[CH:3]=[C:4]([C:8]2[CH:9]=[C:10]([C:11]([F:14])([F:13])[F:12])[N:29]3[N:30]=[CH:31][C:32]([C:33]#[N:34])=[C:28]3[N:27]=2)[CH:5]=[CH:6][CH:7]=1. (3) Given the reactants [Cl:1][C:2]1[CH:8]=[CH:7][C:5]([NH2:6])=[C:4]([CH3:9])[CH:3]=1.N1C=CC=CC=1.[Br:16]Br, predict the reaction product. The product is: [Br:16][C:7]1[CH:8]=[C:2]([Cl:1])[CH:3]=[C:4]([CH3:9])[C:5]=1[NH2:6]. (4) Given the reactants [OH:1][C:2]1[CH:9]=[CH:8][C:5]([C:6]#[N:7])=[CH:4][C:3]=1[N+:10]([O-])=O.[H][H], predict the reaction product. The product is: [NH2:10][C:3]1[CH:4]=[C:5]([CH:8]=[CH:9][C:2]=1[OH:1])[C:6]#[N:7]. (5) Given the reactants [F:1][C:2]1[CH:10]=[CH:9][C:8]([CH2:11][C:12]2[C:21]3[CH2:20][CH2:19][CH2:18][CH2:17][C:16]=3[C:15](=[O:22])[NH:14][N:13]=2)=[CH:7][C:3]=1[C:4](O)=[O:5].[NH:23]1[CH2:33][CH2:32][CH:26]([C:27]([O:29][CH2:30][CH3:31])=[O:28])[CH2:25][CH2:24]1.C(N(CC)CC)C.F[P-](F)(F)(F)(F)F.N1(OC(N(C)C)=[N+](C)C)C2C=CC=CC=2N=N1.Cl, predict the reaction product. The product is: [F:1][C:2]1[CH:10]=[CH:9][C:8]([CH2:11][C:12]2[C:21]3[CH2:20][CH2:19][CH2:18][CH2:17][C:16]=3[C:15](=[O:22])[NH:14][N:13]=2)=[CH:7][C:3]=1[C:4]([N:23]1[CH2:24][CH2:25][CH:26]([C:27]([O:29][CH2:30][CH3:31])=[O:28])[CH2:32][CH2:33]1)=[O:5]. (6) Given the reactants CN(CCN(C)C)C.[F:9][C:10]1[CH:11]=[C:12]([Mg]Br)[CH:13]=[C:14]([F:16])[CH:15]=1.[CH3:19][N:20]1[C@@H:24]([CH3:25])[C@@H:23]([C:26]2[CH:31]=[CH:30][CH:29]=[CH:28][CH:27]=2)[N:22]([C:32](=[O:41])/[CH:33]=[CH:34]/[CH:35]2[CH2:40][CH2:39][O:38][CH2:37][CH2:36]2)[C:21]1=[O:42].[O-]S(C(F)(F)F)(=O)=O.C([B+]CCCC)CCC.[Cl-].[NH4+], predict the reaction product. The product is: [F:9][C:10]1[CH:11]=[C:12]([C@@H:34]([CH:35]2[CH2:36][CH2:37][O:38][CH2:39][CH2:40]2)[CH2:33][C:32]([N:22]2[C@H:23]([C:26]3[CH:31]=[CH:30][CH:29]=[CH:28][CH:27]=3)[C@H:24]([CH3:25])[N:20]([CH3:19])[C:21]2=[O:42])=[O:41])[CH:13]=[C:14]([F:16])[CH:15]=1. (7) Given the reactants [Cl:1][CH:2]1[CH2:7][CH2:6][N:5](C(OCC2C=CC=CC=2)=O)[CH2:4][CH:3]1[NH:18][P:19]([O:24][CH2:25][CH3:26])([O:21][CH2:22][CH3:23])=[O:20], predict the reaction product. The product is: [Cl:1][CH:2]1[CH2:7][CH2:6][NH:5][CH2:4][CH:3]1[NH:18][P:19](=[O:20])([O:24][CH2:25][CH3:26])[O:21][CH2:22][CH3:23]. (8) Given the reactants C1(NC2C(=O)C(=O)C=2)C=CC=CC=1.[OH:14][C@H:15]1[O:23][C@H:22]([CH2:24][OH:25])[C@@H:20]([OH:21])[C@H:18]([OH:19])[C@@H:16]1[OH:17].NCCC[Si](OCC)(OCC)OCC, predict the reaction product. The product is: [OH:14][C@H:15]1[O:23][C@H:22]([CH2:24][OH:25])[C@@H:20]([OH:21])[C@H:18]([OH:19])[C@@H:16]1[OH:17]. (9) Given the reactants O=[C:2]1[CH2:6][N:5]([C:7]([O:9][CH2:10][C:11]2[CH:16]=[CH:15][CH:14]=[CH:13][CH:12]=2)=[O:8])[CH2:4][CH:3]1[C:17]([O:19][CH3:20])=[O:18].Cl.[CH3:22][O:23][NH2:24], predict the reaction product. The product is: [CH3:22][O:23][N:24]=[C:2]1[CH2:6][N:5]([C:7]([O:9][CH2:10][C:11]2[CH:16]=[CH:15][CH:14]=[CH:13][CH:12]=2)=[O:8])[CH2:4][CH:3]1[C:17]([O:19][CH3:20])=[O:18].